Dataset: Catalyst prediction with 721,799 reactions and 888 catalyst types from USPTO. Task: Predict which catalyst facilitates the given reaction. Reactant: C(Cl)(=O)C(Cl)=O.[Cl:7][C:8]1[C:9]([Cl:17])=[N:10][CH:11]=[C:12]([CH:16]=1)[C:13]([OH:15])=O.CN(C=O)C.[NH2:23][C:24](=[N:36]O)[C:25]1[CH:34]=[CH:33][C:28]([C:29]([O:31][CH3:32])=[O:30])=[C:27]([F:35])[CH:26]=1.CCN(C(C)C)C(C)C. Product: [Cl:7][C:8]1[CH:16]=[C:12]([C:13]2[O:15][N:36]=[C:24]([C:25]3[CH:34]=[CH:33][C:28]([C:29]([O:31][CH3:32])=[O:30])=[C:27]([F:35])[CH:26]=3)[N:23]=2)[CH:11]=[N:10][C:9]=1[Cl:17]. The catalyst class is: 168.